Dataset: Full USPTO retrosynthesis dataset with 1.9M reactions from patents (1976-2016). Task: Predict the reactants needed to synthesize the given product. (1) Given the product [CH3:1][C:2]1([CH3:9])[C:6](=[O:7])[CH2:5][CH2:4][C:3]1=[O:8], predict the reactants needed to synthesize it. The reactants are: [CH3:1][CH:2]1[C:6](=[O:7])[CH2:5][CH2:4][C:3]1=[O:8].[CH2:9](N(CC)CC)C. (2) Given the product [Br:1][C:2]1[C:7]2[N:8]([CH3:13])[C:9]([CH:11]=[O:12])=[N:10][C:6]=2[CH:5]=[CH:4][CH:3]=1, predict the reactants needed to synthesize it. The reactants are: [Br:1][C:2]1[C:7]2[N:8]([CH3:13])[C:9]([CH2:11][OH:12])=[N:10][C:6]=2[CH:5]=[CH:4][CH:3]=1. (3) Given the product [CH:37]1([N:32]2[C:33]3[C@@:28]([CH3:41])([C@H:27]4[CH2:26][CH2:25][C@@:24]5([CH3:42])[C@@H:23]([CH2:22][CH:21]=[C:20]5[C:6]5[CH:7]=[CH:8][CH:9]=[C:10]6[C:5]=5[CH:4]=[CH:3][N:2]=[CH:1]6)[C@@H:36]4[CH2:35][CH:34]=3)[CH2:29][CH2:30][C:31]2=[O:40])[CH2:39][CH2:38]1, predict the reactants needed to synthesize it. The reactants are: [CH:1]1[C:10]2[C:5](=[C:6](B(O)O)[CH:7]=[CH:8][CH:9]=2)[CH:4]=[CH:3][N:2]=1.FC(F)(F)S(O[C:20]1[C@@:24]2([CH3:42])[CH2:25][CH2:26][C@H:27]3[C@H:36]([C@@H:23]2[CH2:22][CH:21]=1)[CH2:35][CH:34]=[C:33]1[C@:28]3([CH3:41])[CH2:29][CH2:30][C:31](=[O:40])[N:32]1[CH:37]1[CH2:39][CH2:38]1)(=O)=O. (4) Given the product [NH2:1][C:2]1[C:7]2[C:8](=[O:20])[N:9]([C:13]3[CH:18]=[CH:17][C:16]([C:43]4[CH:42]=[CH:41][C:24]([CH2:25][N:26]([CH3:40])[C:27](=[O:39])[CH2:28][CH2:29][CH2:30][NH:31][C:32](=[O:38])[O:33][C:34]([CH3:37])([CH3:36])[CH3:35])=[CH:23][C:22]=4[Cl:21])=[CH:15][CH:14]=3)[CH2:10][CH2:11][O:12][C:6]=2[N:5]=[CH:4][N:3]=1, predict the reactants needed to synthesize it. The reactants are: [NH2:1][C:2]1[C:7]2[C:8](=[O:20])[N:9]([C:13]3[CH:18]=[CH:17][C:16](Br)=[CH:15][CH:14]=3)[CH2:10][CH2:11][O:12][C:6]=2[N:5]=[CH:4][N:3]=1.[Cl:21][C:22]1[CH:23]=[C:24]([CH:41]=[CH:42][C:43]=1B1OC(C)(C)C(C)(C)O1)[CH2:25][N:26]([CH3:40])[C:27](=[O:39])[CH2:28][CH2:29][CH2:30][NH:31][C:32](=[O:38])[O:33][C:34]([CH3:37])([CH3:36])[CH3:35].P([O-])([O-])([O-])=O.[K+].[K+].[K+].CO. (5) Given the product [Cl:1][C:2]1[CH:7]=[CH:6][N:5]=[C:4]([C:8]([NH:10][C:11]2[CH:16]=[CH:15][CH:14]=[C:13]([C:17]3[N:24]([CH:21]4[CH2:23][CH2:22]4)[CH:25]=[N:20][N:19]=3)[N:12]=2)=[O:9])[CH:3]=1, predict the reactants needed to synthesize it. The reactants are: [Cl:1][C:2]1[CH:7]=[CH:6][N:5]=[C:4]([C:8]([NH:10][C:11]2[CH:16]=[CH:15][CH:14]=[C:13]([C:17]([NH:19][NH2:20])=O)[N:12]=2)=[O:9])[CH:3]=1.[CH:21]1([NH2:24])[CH2:23][CH2:22]1.[C:25](O)(=O)C. (6) Given the product [O:27]1[CH2:26][CH2:25][C:22]([O:10][C:7]2[CH:8]=[C:9]3[O:1][CH:2]=[CH:3][C:4]3=[N:5][CH:6]=2)=[N:23]1, predict the reactants needed to synthesize it. The reactants are: [O:1]1[C:9]2[C:4](=[N:5][CH:6]=[C:7]([OH:10])[CH:8]=2)[CH:3]=[CH:2]1.CC1(C)C(C)(C)OB(C2C=C3[O:27][CH:26]=[CH:25][C:22]3=[N:23]C=2)O1.